Dataset: Forward reaction prediction with 1.9M reactions from USPTO patents (1976-2016). Task: Predict the product of the given reaction. (1) Given the reactants [C:1]([O:5][C:6]([N:8]([CH2:31][CH2:32][C:33]1[CH:38]=[CH:37][CH:36]=[CH:35][N:34]=1)[C:9]1[CH:30]=[CH:29][C:12]([NH:13][C:14]([C:16]2[CH:21]=[CH:20][CH:19]=[CH:18][C:17]=2[C:22]2[CH:27]=[CH:26][C:25]([OH:28])=[CH:24][CH:23]=2)=[O:15])=[CH:11][CH:10]=1)=[O:7])([CH3:4])([CH3:3])[CH3:2].C(=O)([O-])[O-].[K+].[K+].Cl.[CH3:46][N:47]([CH3:51])[CH2:48][CH2:49]Cl, predict the reaction product. The product is: [C:1]([O:5][C:6]([N:8]([CH2:31][CH2:32][C:33]1[CH:38]=[CH:37][CH:36]=[CH:35][N:34]=1)[C:9]1[CH:10]=[CH:11][C:12]([NH:13][C:14]([C:16]2[CH:21]=[CH:20][CH:19]=[CH:18][C:17]=2[C:22]2[CH:27]=[CH:26][C:25]([O:28][CH2:49][CH2:48][N:47]([CH3:51])[CH3:46])=[CH:24][CH:23]=2)=[O:15])=[CH:29][CH:30]=1)=[O:7])([CH3:4])([CH3:2])[CH3:3]. (2) Given the reactants [OH:1][CH2:2][C:3]1[CH:4]=[C:5]([CH:10]=[CH:11][C:12]=1[O:13][CH:14]([CH3:16])[CH3:15])[C:6]([O:8]C)=[O:7].[OH-].[Na+], predict the reaction product. The product is: [OH:1][CH2:2][C:3]1[CH:4]=[C:5]([CH:10]=[CH:11][C:12]=1[O:13][CH:14]([CH3:16])[CH3:15])[C:6]([OH:8])=[O:7].